Predict which catalyst facilitates the given reaction. From a dataset of Catalyst prediction with 721,799 reactions and 888 catalyst types from USPTO. (1) Reactant: [Br:1][C:2]1[C:10]2[CH:9]=[CH:8][C:7](=[O:11])[N:6]([C:12]3[C:17]([F:18])=[CH:16][CH:15]=[CH:14][C:13]=3[F:19])[C:5]=2[S:4][C:3]=1[C:20]([OH:22])=O.C(N1C=CN=C1)(N1C=CN=C1)=O.[NH:35]1[CH2:39][CH2:38][CH2:37][C@@H:36]1[CH2:40][OH:41].O. Product: [Br:1][C:2]1[C:10]2[CH:9]=[CH:8][C:7](=[O:11])[N:6]([C:12]3[C:13]([F:19])=[CH:14][CH:15]=[CH:16][C:17]=3[F:18])[C:5]=2[S:4][C:3]=1[C:20]([N:35]1[CH2:39][CH2:38][CH2:37][C@@H:36]1[CH2:40][OH:41])=[O:22]. The catalyst class is: 3. (2) Reactant: [Cl:1][C:2]1[CH:3]=[C:4]([C:8]2[CH:12]=[C:11]([NH2:13])[NH:10][N:9]=2)[CH:5]=[CH:6][CH:7]=1.O=[C:15]([CH3:22])[CH2:16][C:17](OCC)=[O:18]. Product: [Cl:1][C:2]1[CH:3]=[C:4]([C:8]2[CH:12]=[C:11]3[N:13]=[C:15]([CH3:22])[CH:16]=[C:17]([OH:18])[N:10]3[N:9]=2)[CH:5]=[CH:6][CH:7]=1. The catalyst class is: 673. (3) Reactant: [C:1]([C:5]1[CH:6]=[C:7](/[CH:15]=[CH:16]/[C:17]([C:19]2[CH:28]=[CH:27][C:22]([C:23]([O:25][CH3:26])=[O:24])=[CH:21][CH:20]=2)=O)[CH:8]=[C:9]([C:11]([CH3:14])([CH3:13])[CH3:12])[CH:10]=1)([CH3:4])([CH3:3])[CH3:2].[NH:29]([C:31]1[CH:39]=[CH:38][C:34]([C:35]([OH:37])=[O:36])=[CH:33][CH:32]=1)[NH2:30].C(O)(=O)C. Product: [C:11]([C:9]1[CH:8]=[C:7]([CH:15]2[CH2:16][C:17]([C:19]3[CH:20]=[CH:21][C:22]([C:23]([O:25][CH3:26])=[O:24])=[CH:27][CH:28]=3)=[N:30][N:29]2[C:31]2[CH:32]=[CH:33][C:34]([C:35]([OH:37])=[O:36])=[CH:38][CH:39]=2)[CH:6]=[C:5]([C:1]([CH3:2])([CH3:4])[CH3:3])[CH:10]=1)([CH3:13])([CH3:14])[CH3:12]. The catalyst class is: 51. (4) Reactant: [CH2:1]1[O:9][C:8]2[CH:7]=[CH:6][C:5]([Br:10])=[CH:4][C:3]=2[O:2]1.[C:11]12(O)[CH2:20][CH:15]3[CH2:16][CH:17]([CH2:19][CH:13]([CH2:14]3)[CH2:12]1)[CH2:18]2.S(=O)(=O)(O)O. Product: [C:11]12([C:7]3[CH:6]=[C:5]([Br:10])[CH:4]=[C:3]4[O:2][CH2:1][O:9][C:8]=34)[CH2:20][CH:15]3[CH2:16][CH:17]([CH2:19][CH:13]([CH2:14]3)[CH2:12]1)[CH2:18]2. The catalyst class is: 2.